From a dataset of Experimentally validated miRNA-target interactions with 360,000+ pairs, plus equal number of negative samples. Binary Classification. Given a miRNA mature sequence and a target amino acid sequence, predict their likelihood of interaction. (1) The miRNA is hsa-miR-376a-3p with sequence AUCAUAGAGGAAAAUCCACGU. The protein sequence of the target gene is MHWIKCLLTAFICFTVIVQVHSSGSFELRLKYFSNDHGRDNEGRCCSGESDGATGKCLGSCKTRFRVCLKHYQATIDTTSQCTYGDVITPILGENSVNLTDAQRFQNKGFTNPIQFPFSFSWPGTFSLIVEAWHDTNNSGNARTNKLLIQRLLVQQVLEVSSEWKTNKSESQYTSLEYDFRVTCDLNYYGSGCAKFCRPRDDSFGHSTCSETGEIICLTGWQGDYCHIPKCAKGCEHGHCDKPNQCVCQLGWKGALCNECVLEPNCIHGTCNKPWTCICNEGWGGLYCNQDLNYCTNHRP.... Result: 0 (no interaction). (2) The miRNA is hsa-miR-3136-5p with sequence CUGACUGAAUAGGUAGGGUCAUU. The protein sequence of the target gene is METRYNLKSPAVKRLMKEAAELKDPTDHYHAQPLEDNLFEWHFTVRGPPDSDFDGGVYHGRIVLPPEYPMKPPSIILLTANGRFEVGKKICLSISGHHPETWQPSWSIRTALLAIIGFMPTKGEGAIGSLDYTPEERRALAKKSQDFCCEGCGSAMKDVLLPLKSGSDSSQADQEAKELARQISFKAEVNSSGKTISESDLNHSFSLTDLQDDIPTTFQGATASTSYGLQNSSAASFHQPTQPVAKNTSMSPRQRRAQQQSQRRLSTSPDVIQGHQPRDNHTDHGGSAVLIVILTLALAA.... Result: 0 (no interaction). (3) The protein sequence of the target gene is MQASPIRIPTVSNDIDWDFCFHMSQQTEIPAHQQTDELYPTGGCGESEEETKAKEKEKAIDCMSHPKEKLAQSQKKVAQLIKEKMNTQANKELIRCVILSRIIFGDHHWKCARALANLAYGYLTLRGLPVQAKKHATSAKNTLLTWKANTTSNKEKEEILEALVKLYYTLGVAWLLQNRGREAYFNLQKAERNMKELKELYKGGVCELQVSENDLTLALGRASLAIHRLNLALAYFEKAIGDVIAAKGDRTSDLISLYEEAAQIEQLRRNHNQAIQYLQQAHSVCVSLFTEVSPKTAEMS.... The miRNA is mmu-miR-101a-3p with sequence UACAGUACUGUGAUAACUGAA. Result: 0 (no interaction). (4) The miRNA is hsa-miR-6499-3p with sequence AGCAGUGUUUGUUUUGCCCACA. The protein sequence of the target gene is MCHVIVTCRSMLWTLLSIVVAFAELVAFMSADWLIGKAKTRSGSGDEQAGMNSEPHYLGILCIRTPAMQQVSRDTLCGTYAKSFGEIASGFWQATAIFLAVGIFILCVVALVSVFTMCVQSIMRKSIFNVCGLLQGIAGLFLILGLILYPAGWGCQKAIDCGRYASPYKPGDCSLGWAFYTATGGTVLTFICAVFSAQAEIATSSDKVQEEIEEGKNLVCLL. Result: 0 (no interaction).